From a dataset of Catalyst prediction with 721,799 reactions and 888 catalyst types from USPTO. Predict which catalyst facilitates the given reaction. (1) Reactant: [N+:1]([C:4]1[CH:5]=[N:6][CH:7]=[CH:8][C:9]=1[CH:10]1[CH2:17][CH:16]([OH:18])[CH2:15][C:12]2([CH2:14][CH2:13]2)[O:11]1)([O-:3])=[O:2].N1C=CN=C1.[C:24]([Si:28](Cl)([CH3:30])[CH3:29])([CH3:27])([CH3:26])[CH3:25].O. Product: [Si:28]([O:18][C@H:16]1[CH2:15][C:12]2([CH2:13][CH2:14]2)[O:11][C@@H:10]([C:9]2[CH:8]=[CH:7][N:6]=[CH:5][C:4]=2[N+:1]([O-:3])=[O:2])[CH2:17]1)([C:24]([CH3:27])([CH3:26])[CH3:25])([CH3:30])[CH3:29]. The catalyst class is: 3. (2) Reactant: [O:1]1[CH2:3][C@H:2]1[CH2:4][O:5][C:6]1[C:18]2[C:17]3[C:12](=[CH:13][CH:14]=[CH:15][CH:16]=3)[NH:11][C:10]=2[CH:9]=[CH:8][CH:7]=1.[CH:19]1[C:28]2[C:23](=[CH:24][CH:25]=[CH:26][CH:27]=2)[CH:22]=[CH:21][C:20]=1[N:29]1[CH2:36][C@H:35]2[NH:37][CH2:38][C@@H:30]1[CH2:31][CH:32]=[CH:33][CH2:34]2.CCN(C(C)C)C(C)C. Product: [CH:9]1[C:10]2[NH:11][C:12]3[C:17](=[CH:16][CH:15]=[CH:14][CH:13]=3)[C:18]=2[C:6]([O:5][CH2:4][CH:2]([OH:1])[CH2:3][N:37]2[CH2:38][CH:30]3[N:29]([C:20]4[CH:21]=[CH:22][C:23]5[C:28](=[CH:27][CH:26]=[CH:25][CH:24]=5)[CH:19]=4)[CH2:36][CH:35]2[CH2:34][CH:33]=[CH:32][CH2:31]3)=[CH:7][CH:8]=1. The catalyst class is: 8. (3) Reactant: [Na].[CH:2]12[O:7][CH:6]1[CH2:5][N:4]([C:8]([O:10][C:11]([CH3:14])([CH3:13])[CH3:12])=[O:9])[CH2:3]2.[C:15]1([CH2:21][OH:22])[CH:20]=[CH:19][CH:18]=[CH:17][CH:16]=1. Product: [CH2:21]([O:22][CH:6]1[CH:2]([OH:7])[CH2:3][N:4]([C:8]([O:10][C:11]([CH3:14])([CH3:13])[CH3:12])=[O:9])[CH2:5]1)[C:15]1[CH:20]=[CH:19][CH:18]=[CH:17][CH:16]=1. The catalyst class is: 6. (4) Reactant: Cl[CH2:2][CH2:3][CH2:4][CH2:5][N:6]1[C:10]2[CH:11]=[CH:12][CH:13]=[CH:14][C:9]=2[N:8]=[CH:7]1.[N:15]1[CH:20]=[CH:19][CH:18]=[N:17][C:16]=1[CH:21]1[CH2:26][CH2:25][NH:24][CH2:23][CH2:22]1.C(N(C(C)C)CC)(C)C.[I-].[K+]. Product: [N:6]1([CH2:5][CH2:4][CH2:3][CH2:2][N:24]2[CH2:23][CH2:22][CH:21]([C:16]3[N:15]=[CH:20][CH:19]=[CH:18][N:17]=3)[CH2:26][CH2:25]2)[C:10]2[CH:11]=[CH:12][CH:13]=[CH:14][C:9]=2[N:8]=[CH:7]1. The catalyst class is: 10. (5) Reactant: Cl.[NH:2]1[CH:6]=[CH:5][CH:4]=[C:3]1[C:7]1[O:11][N:10]=[C:9]([CH:12]2[CH2:17][CH2:16][CH2:15][NH:14][CH2:13]2)[N:8]=1.C(N(CC)CC)C.[F:25][C:26]1[CH:27]=[C:28]([CH:32]=[CH:33][C:34]=1[F:35])[C:29](Cl)=[O:30].O. Product: [F:25][C:26]1[CH:27]=[C:28]([C:29]([N:14]2[CH2:15][CH2:16][CH2:17][CH:12]([C:9]3[N:8]=[C:7]([C:3]4[NH:2][CH:6]=[CH:5][CH:4]=4)[O:11][N:10]=3)[CH2:13]2)=[O:30])[CH:32]=[CH:33][C:34]=1[F:35]. The catalyst class is: 4. (6) Reactant: Cl.[F:2][C:3]1[CH:8]=[CH:7][C:6]([C:9]#[C:10][CH:11]2[CH2:16][CH2:15][CH2:14][NH:13][CH2:12]2)=[CH:5][CH:4]=1.CCN(C(C)C)C(C)C.[F:26][C:27]1[CH:35]=[CH:34][C:30]([C:31](Cl)=[O:32])=[CH:29][CH:28]=1. Product: [F:26][C:27]1[CH:35]=[CH:34][C:30]([C:31]([N:13]2[CH2:14][CH2:15][CH2:16][CH:11]([C:10]#[C:9][C:6]3[CH:7]=[CH:8][C:3]([F:2])=[CH:4][CH:5]=3)[CH2:12]2)=[O:32])=[CH:29][CH:28]=1. The catalyst class is: 1. (7) The catalyst class is: 81. Product: [C:16]([O:13][CH2:12][CH:9]([C:4]1[CH:5]=[CH:6][CH:7]=[CH:8][C:3]=1[C:2]([F:14])([F:15])[F:1])[C:10]#[N:11])(=[O:18])[CH3:17]. Reactant: [F:1][C:2]([F:15])([F:14])[C:3]1[CH:8]=[CH:7][CH:6]=[CH:5][C:4]=1[CH:9]([CH2:12][OH:13])[C:10]#[N:11].[C:16](OCC)(=[O:18])[CH3:17].